This data is from Reaction yield outcomes from USPTO patents with 853,638 reactions. The task is: Predict the reaction yield, written as a fraction of the theoretical maximum amount of product (1.0 means a 100% yield; for example, 0.34 means a 34% yield). (1) The reactants are [S:1]1[C:5]2[CH:6]=[CH:7][CH:8]=[CH:9][C:4]=2[N:3]=[C:2]1[C:10]1[C:14]([C:15]2[CH:20]=[CH:19][C:18]([N+:21]([O-])=O)=[CH:17][CH:16]=2)=[N:13][NH:12][C:11]=1[NH2:24].O.NN. The yield is 0.250. The catalyst is C(O)C.[Ni]. The product is [NH2:21][C:18]1[CH:17]=[CH:16][C:15]([C:14]2[C:10]([C:2]3[S:1][C:5]4[CH:6]=[CH:7][CH:8]=[CH:9][C:4]=4[N:3]=3)=[C:11]([NH2:24])[NH:12][N:13]=2)=[CH:20][CH:19]=1. (2) The reactants are C(OC(=O)[NH:7][C:8]1[CH:13]=[C:12]([CH2:14][CH2:15][O:16][C:17]2[C:26]3[C:21](=[CH:22][CH:23]=[CH:24][CH:25]=3)[C:20]([NH:27][C:28]([NH:30][C:31]3[N:35]([C:36]4[CH:41]=[CH:40][C:39]([CH3:42])=[CH:38][CH:37]=4)[N:34]=[C:33]([C:43]([CH3:46])([CH3:45])[CH3:44])[CH:32]=3)=[O:29])=[CH:19][CH:18]=2)[CH:11]=[CH:10][N:9]=1)(C)(C)C.C(O)(C(F)(F)F)=O. The catalyst is C(Cl)Cl. The product is [NH2:7][C:8]1[CH:13]=[C:12]([CH2:14][CH2:15][O:16][C:17]2[C:26]3[C:21](=[CH:22][CH:23]=[CH:24][CH:25]=3)[C:20]([NH:27][C:28]([NH:30][C:31]3[N:35]([C:36]4[CH:37]=[CH:38][C:39]([CH3:42])=[CH:40][CH:41]=4)[N:34]=[C:33]([C:43]([CH3:46])([CH3:45])[CH3:44])[CH:32]=3)=[O:29])=[CH:19][CH:18]=2)[CH:11]=[CH:10][N:9]=1. The yield is 1.00. (3) The reactants are [C:1]([O:5][C:6]([N:8]([CH2:14][C:15]1[CH:24]=[CH:23][C:18]([C:19]([O:21][CH3:22])=[O:20])=[CH:17][C:16]=1[N+:25]([O-])=O)[CH2:9][C:10]([O:12][CH3:13])=[O:11])=[O:7])([CH3:4])([CH3:3])[CH3:2]. The catalyst is CO.[Pd]. The product is [NH2:25][C:16]1[CH:17]=[C:18]([CH:23]=[CH:24][C:15]=1[CH2:14][N:8]([C:6]([O:5][C:1]([CH3:4])([CH3:3])[CH3:2])=[O:7])[CH2:9][C:10]([O:12][CH3:13])=[O:11])[C:19]([O:21][CH3:22])=[O:20]. The yield is 0.890.